From a dataset of Forward reaction prediction with 1.9M reactions from USPTO patents (1976-2016). Predict the product of the given reaction. Given the reactants [C:1]([C:4]1[C:8]([CH3:9])=[C:7](Br)[O:6][C:5]=1[CH3:11])(=[O:3])[CH3:2].O.C([O-])(O)=O.[Na+].[N:18]1[CH:23]=[CH:22][C:21](B(O)O)=[CH:20][CH:19]=1, predict the reaction product. The product is: [C:1]([C:4]1[C:8]([CH3:9])=[C:7]([C:21]2[CH:22]=[CH:23][N:18]=[CH:19][CH:20]=2)[O:6][C:5]=1[CH3:11])(=[O:3])[CH3:2].